From a dataset of Full USPTO retrosynthesis dataset with 1.9M reactions from patents (1976-2016). Predict the reactants needed to synthesize the given product. The reactants are: [F:1][C:2]([CH3:16])([CH3:15])[C:3](=O)[CH2:4][C:5]([C:7]1[CH:12]=[CH:11][C:10]([F:13])=[CH:9][CH:8]=1)=[O:6].CC1C=CC(S(OI(O)C2C=CC=CC=2)(=O)=O)=CC=1.[NH2:36][C:37]([NH2:39])=[S:38]. Given the product [NH2:39][C:37]1[S:38][C:4]([C:5]([C:7]2[CH:12]=[CH:11][C:10]([F:13])=[CH:9][CH:8]=2)=[O:6])=[C:3]([C:2]([F:1])([CH3:16])[CH3:15])[N:36]=1, predict the reactants needed to synthesize it.